From a dataset of NCI-60 drug combinations with 297,098 pairs across 59 cell lines. Regression. Given two drug SMILES strings and cell line genomic features, predict the synergy score measuring deviation from expected non-interaction effect. (1) Drug 1: CCCCCOC(=O)NC1=NC(=O)N(C=C1F)C2C(C(C(O2)C)O)O. Drug 2: C1=CC=C(C(=C1)C(C2=CC=C(C=C2)Cl)C(Cl)Cl)Cl. Cell line: SF-539. Synergy scores: CSS=-8.52, Synergy_ZIP=8.53, Synergy_Bliss=7.25, Synergy_Loewe=1.39, Synergy_HSA=0.459. (2) Drug 2: C1=CC(=CC=C1CCCC(=O)O)N(CCCl)CCCl. Synergy scores: CSS=35.2, Synergy_ZIP=-5.34, Synergy_Bliss=-2.09, Synergy_Loewe=-9.61, Synergy_HSA=0.256. Drug 1: CCC1=CC2CC(C3=C(CN(C2)C1)C4=CC=CC=C4N3)(C5=C(C=C6C(=C5)C78CCN9C7C(C=CC9)(C(C(C8N6C)(C(=O)OC)O)OC(=O)C)CC)OC)C(=O)OC.C(C(C(=O)O)O)(C(=O)O)O. Cell line: HOP-62.